From a dataset of Full USPTO retrosynthesis dataset with 1.9M reactions from patents (1976-2016). Predict the reactants needed to synthesize the given product. (1) Given the product [C:22]([O:21][C:20](=[O:26])[NH:19][C@@H:6]1[CH2:7][CH2:8][C@@H:9]([C:11]2[CH:16]=[CH:15][CH:14]=[C:13]([F:17])[C:12]=2[F:18])[CH2:10][N:4]2[C:1]([CH3:2])=[N:28][CH2:27][CH:5]12)([CH3:25])([CH3:24])[CH3:23], predict the reactants needed to synthesize it. The reactants are: [C:1]([N:4]1[CH2:10][C@H:9]([C:11]2[CH:16]=[CH:15][CH:14]=[C:13]([F:17])[C:12]=2[F:18])[CH2:8][CH2:7][C@@H:6]([NH:19][C:20](=[O:26])[O:21][C:22]([CH3:25])([CH3:24])[CH3:23])[CH:5]1[CH2:27][NH2:28])(=O)[CH3:2].C(=O)(O)[O-].[Na+]. (2) The reactants are: [N+:1]([C:4]1[CH:11]=[CH:10][C:7]([CH:8]=[O:9])=[CH:6][CH:5]=1)([O-:3])=[O:2].[PH:12](=[O:19])([O:16][CH2:17][CH3:18])[O:13][CH2:14][CH3:15].C[O-].[Na+]. Given the product [OH:9][CH:8]([P:12](=[O:19])([O:16][CH2:17][CH3:18])[O:13][CH2:14][CH3:15])[C:7]1[CH:6]=[CH:5][C:4]([N+:1]([O-:3])=[O:2])=[CH:11][CH:10]=1, predict the reactants needed to synthesize it. (3) Given the product [NH2:2][C@H:3]([CH2:21][C:22]1[CH:23]=[CH:24][C:25]([Cl:28])=[CH:26][CH:27]=1)[C:4]([N:6]1[CH2:11][CH2:10][N:9]([C:12]2[CH:17]=[CH:16][CH:15]=[CH:14][C:13]=2[N+:18]([O-:20])=[O:19])[CH2:8][CH2:7]1)=[O:5], predict the reactants needed to synthesize it. The reactants are: Cl.[NH2:2][C@H:3]([CH2:21][C:22]1[CH:27]=[CH:26][C:25]([Cl:28])=[CH:24][CH:23]=1)[C:4]([N:6]1[CH2:11][CH2:10][N:9]([C:12]2[CH:17]=[CH:16][CH:15]=[CH:14][C:13]=2[N+:18]([O-:20])=[O:19])[CH2:8][CH2:7]1)=[O:5].ClC1C=CC(C[C@@H](NC(OC(C)(C)C)=O)C(N2CCN(C3C=CC=CC=3[N+]([O-])=O)CC2)=O)=CC=1.Cl. (4) Given the product [NH2:22][C:20]1[C:21]2[C:13]([C:12]#[C:11][C:5]3[CH:4]=[C:3]([O:2][CH3:1])[CH:8]=[C:7]([O:9][CH3:10])[CH:6]=3)=[CH:14][N:15]([C@H:23]3[CH2:27][CH2:26][N:25]([C:41](=[O:42])[CH:40]=[CH:39][CH2:38][Br:37])[CH2:24]3)[C:16]=2[N:17]=[CH:18][N:19]=1, predict the reactants needed to synthesize it. The reactants are: [CH3:1][O:2][C:3]1[CH:4]=[C:5]([C:11]#[C:12][C:13]2[C:21]3[C:20]([NH2:22])=[N:19][CH:18]=[N:17][C:16]=3[N:15]([C@H:23]3[CH2:27][CH2:26][NH:25][CH2:24]3)[CH:14]=2)[CH:6]=[C:7]([O:9][CH3:10])[CH:8]=1.CCN(C(C)C)C(C)C.[Br:37][CH2:38][CH:39]=[CH:40][C:41](Cl)=[O:42].C(=O)(O)[O-].[Na+]. (5) Given the product [NH2:8][C:9]1[N:10]=[C:11]([O:32][CH3:33])[C:12]([S:17][C:18]2[N:23]=[C:22]([NH:24][C:25](=[O:27])[CH3:26])[CH:21]=[C:20]([NH:28][C:29](=[O:31])[CH3:30])[N:19]=2)=[C:13]([O:15][CH3:16])[N:14]=1, predict the reactants needed to synthesize it. The reactants are: COC1C=CC(C[N:8](CC2C=CC(OC)=CC=2)[C:9]2[N:14]=[C:13]([O:15][CH3:16])[C:12]([S:17][C:18]3[N:23]=[C:22]([NH:24][C:25](=[O:27])[CH3:26])[CH:21]=[C:20]([NH:28][C:29](=[O:31])[CH3:30])[N:19]=3)=[C:11]([O:32][CH3:33])[N:10]=2)=CC=1. (6) Given the product [C:3]([C:7]1[CH:8]=[C:9]([C:16]2[N:20]([CH2:21][CH:22]3[CH2:23][CH2:24][CH2:25][CH2:26][CH2:27]3)[C:19]([CH3:28])=[C:18]([C:29]([OH:31])=[O:30])[CH:17]=2)[CH:10]=[C:11]([CH:13]2[CH2:14][CH2:15]2)[CH:12]=1)([CH3:6])([CH3:4])[CH3:5], predict the reactants needed to synthesize it. The reactants are: [OH-].[Na+].[C:3]([C:7]1[CH:8]=[C:9]([C:16]2[N:20]([CH2:21][CH:22]3[CH2:27][CH2:26][CH2:25][CH2:24][CH2:23]3)[C:19]([CH3:28])=[C:18]([C:29]([O:31]CC)=[O:30])[CH:17]=2)[CH:10]=[C:11]([CH:13]2[CH2:15][CH2:14]2)[CH:12]=1)([CH3:6])([CH3:5])[CH3:4].Cl.